This data is from Catalyst prediction with 721,799 reactions and 888 catalyst types from USPTO. The task is: Predict which catalyst facilitates the given reaction. (1) Reactant: C(N1CC(=C([C:23]2[CH:28]=[CH:27][CH:26]=[C:25]([O:29][CH2:30][CH2:31][CH2:32][CH2:33][Br:34])[CH:24]=2)S(C)(=O)=O)C1)(C1C=CC=CC=1)C1C=CC=CC=1.BrCCCCBr.C(=O)([O-])[O-].[K+].[K+].[CH:47]([N:60]1[CH2:63][C:62](=[C:64](C2C=CC=C(O)C=2)[S:65]([CH3:68])(=[O:67])=[O:66])[CH2:61]1)([C:54]1[CH:59]=[CH:58][CH:57]=[CH:56][CH:55]=1)[C:48]1[CH:53]=[CH:52][CH:51]=[CH:50][CH:49]=1. Product: [CH:47]([N:60]1[CH2:61][C:62](=[CH:64][S:65]([CH2:68][C:27]2[CH:28]=[CH:23][CH:24]=[C:25]([O:29][CH2:30][CH2:31][CH2:32][CH2:33][Br:34])[CH:26]=2)(=[O:67])=[O:66])[CH2:63]1)([C:48]1[CH:49]=[CH:50][CH:51]=[CH:52][CH:53]=1)[C:54]1[CH:55]=[CH:56][CH:57]=[CH:58][CH:59]=1. The catalyst class is: 573. (2) Reactant: [NH2:1][C:2]1[NH:6][N:5]=[C:4]([NH:7][C:8]2[CH:13]=[C:12]([C:14]([F:17])([F:16])[F:15])[C:11]([C:18]3[CH:23]=[CH:22][C:21]([O:24][CH:25]4[CH2:30][CH2:29][CH2:28][N:27](C(OC(C)(C)C)=O)[CH2:26]4)=[CH:20][CH:19]=3)=[C:10]([Cl:38])[CH:9]=2)[N:3]=1.Cl. Product: [ClH:38].[Cl:38][C:10]1[C:11]([C:18]2[CH:19]=[CH:20][C:21]([O:24][CH:25]3[CH2:30][CH2:29][CH2:28][NH:27][CH2:26]3)=[CH:22][CH:23]=2)=[C:12]([C:14]([F:16])([F:15])[F:17])[CH:13]=[C:8]([NH:7][C:4]2[N:3]=[C:2]([NH2:1])[NH:6][N:5]=2)[CH:9]=1. The catalyst class is: 5. (3) Reactant: [OH-].[Na+].[CH:3](=[O:8])[CH2:4][CH2:5][CH2:6][CH3:7]. Product: [CH2:5]([C:4](=[CH:3][CH2:4][CH2:5][CH2:6][CH3:7])[CH:3]=[O:8])[CH2:6][CH3:7]. The catalyst class is: 6. (4) Reactant: [H-].[Na+].[CH2:3]([N:10]1[C:18]2[C:13](=[N:14][C:15]([N:19](C(OC(C)(C)C)=O)[NH:20][C:21](OC(C)(C)C)=O)=[CH:16][CH:17]=2)[CH:12]=[C:11]1[C:35]1[N:36]=[CH:37][N:38]([C:40](C2C=CC=CC=2)([C:47]2C=CC=CC=2)C2C=CC=CC=2)[CH:39]=1)[C:4]1[CH:9]=[CH:8][CH:7]=[CH:6][CH:5]=1.I[CH2:60]C. Product: [CH2:3]([N:10]1[C:18]2[CH:17]=[CH:16][C:15]3[N:14]([C:21]([CH3:60])=[N:20][N:19]=3)[C:13]=2[CH:12]=[C:11]1[C:35]1[N:36]=[CH:37][N:38]([CH2:40][CH3:47])[CH:39]=1)[C:4]1[CH:9]=[CH:8][CH:7]=[CH:6][CH:5]=1. The catalyst class is: 3. (5) Reactant: [C:1]([C:5]1[O:9][N:8]=[C:7]([NH:10][C:11](=[O:19])OC2C=CC=CC=2)[CH:6]=1)([CH3:4])([CH3:3])[CH3:2].[N:20]1[CH:25]=[C:24]([C:26]#[C:27][C:28]2[CH:29]=[C:30]([NH2:34])[CH:31]=[CH:32][CH:33]=2)[CH:23]=[N:22][CH:21]=1.C(N(CC)CC)C. Product: [C:1]([C:5]1[O:9][N:8]=[C:7]([NH:10][C:11]([NH:34][C:30]2[CH:31]=[CH:32][CH:33]=[C:28]([C:27]#[C:26][C:24]3[CH:23]=[N:22][CH:21]=[N:20][CH:25]=3)[CH:29]=2)=[O:19])[CH:6]=1)([CH3:2])([CH3:3])[CH3:4]. The catalyst class is: 1. (6) Reactant: [BH4-].[Na+].[CH:3]([O:6][C:7]1[CH:15]=[CH:14][C:10]([C:11]([NH2:13])=[O:12])=[CH:9][C:8]=1[N+:16]([O-])=O)([CH3:5])[CH3:4]. Product: [NH2:16][C:8]1[CH:9]=[C:10]([CH:14]=[CH:15][C:7]=1[O:6][CH:3]([CH3:5])[CH3:4])[C:11]([NH2:13])=[O:12]. The catalyst class is: 652. (7) Reactant: Cl[C:2]1[CH:9]=[CH:8][C:5]([C:6]#[N:7])=[CH:4][C:3]=1[N+:10]([O-:12])=[O:11].[CH2:13]([CH2:15][NH2:16])[OH:14]. Product: [OH:14][CH2:13][CH2:15][NH:16][C:2]1[CH:9]=[CH:8][C:5]([C:6]#[N:7])=[CH:4][C:3]=1[N+:10]([O-:12])=[O:11]. The catalyst class is: 199. (8) Reactant: [CH:1]1([N:4]([CH2:30][C:31]2[CH:36]=[C:35]([CH2:37][CH2:38][CH2:39][O:40][CH3:41])[CH:34]=[C:33]([O:42][CH2:43][CH2:44][O:45][CH3:46])[CH:32]=2)[C:5]([C@@H:7]2[C@:12]([C:15]3[CH:20]=[C:19]([F:21])[CH:18]=[C:17]([F:22])[CH:16]=3)([O:13][CH3:14])[CH2:11][CH2:10][N:9](C(OC(C)(C)C)=O)[CH2:8]2)=[O:6])[CH2:3][CH2:2]1.Cl. Product: [CH:1]1([N:4]([CH2:30][C:31]2[CH:36]=[C:35]([CH2:37][CH2:38][CH2:39][O:40][CH3:41])[CH:34]=[C:33]([O:42][CH2:43][CH2:44][O:45][CH3:46])[CH:32]=2)[C:5]([CH:7]2[C:12]([C:15]3[CH:16]=[C:17]([F:22])[CH:18]=[C:19]([F:21])[CH:20]=3)([O:13][CH3:14])[CH2:11][CH2:10][NH:9][CH2:8]2)=[O:6])[CH2:2][CH2:3]1. The catalyst class is: 4. (9) Reactant: P(Br)(Br)[Br:2].[CH2:5]([O:12][C:13]1[C:18]([Cl:19])=[CH:17][C:16]([CH2:20]O)=[CH:15][C:14]=1[Cl:22])[C:6]1[CH:11]=[CH:10][CH:9]=[CH:8][CH:7]=1. Product: [CH2:5]([O:12][C:13]1[C:18]([Cl:19])=[CH:17][C:16]([CH2:20][Br:2])=[CH:15][C:14]=1[Cl:22])[C:6]1[CH:11]=[CH:10][CH:9]=[CH:8][CH:7]=1. The catalyst class is: 268.